This data is from Catalyst prediction with 721,799 reactions and 888 catalyst types from USPTO. The task is: Predict which catalyst facilitates the given reaction. Reactant: [CH2:1]([N:8]1[CH2:13][CH2:12][N:11](C(OC(C)(C)C)=O)[C@H:10]([CH2:21][N:22]([C:34]([CH:36]2[CH2:41][CH2:40][CH2:39][CH2:38][CH2:37]2)=[O:35])CC2C=CC(OC)=CC=2OC)[CH2:9]1)[C:2]1[CH:7]=[CH:6][CH:5]=[CH:4][CH:3]=1.C(O)(C(F)(F)F)=O.C(=O)(O)[O-].[Na+].C(=O)([O-])[O-].[K+].[K+]. Product: [CH2:1]([N:8]1[CH2:13][CH2:12][NH:11][C@H:10]([CH2:21][NH:22][C:34]([CH:36]2[CH2:41][CH2:40][CH2:39][CH2:38][CH2:37]2)=[O:35])[CH2:9]1)[C:2]1[CH:3]=[CH:4][CH:5]=[CH:6][CH:7]=1. The catalyst class is: 4.